Dataset: Reaction yield outcomes from USPTO patents with 853,638 reactions. Task: Predict the reaction yield, written as a fraction of the theoretical maximum amount of product (1.0 means a 100% yield; for example, 0.34 means a 34% yield). (1) The reactants are [Br:1][C:2]1[CH:3]=[CH:4][C:5](=[O:8])[NH:6][CH:7]=1.IC.[C:11](=O)([O-])[O-].[K+].[K+]. The catalyst is CN(C=O)C. The product is [Br:1][C:2]1[CH:3]=[CH:4][C:5](=[O:8])[N:6]([CH3:11])[CH:7]=1. The yield is 0.210. (2) The reactants are [N:1]1([C:7]2[C:8]3[N:16]=[C:15]([Cl:17])[CH:14]=[CH:13][C:9]=3[N:10]=[CH:11][N:12]=2)[CH2:6][CH2:5][NH:4][CH2:3][CH2:2]1.[C:18]1([CH3:27])[CH:23]=[CH:22][CH:21]=[C:20]([N:24]=[C:25]=[O:26])[CH:19]=1. The catalyst is ClCCl. The product is [CH3:27][C:18]1[CH:19]=[C:20]([NH:24][C:25]([CH:2]2[CH2:3][NH:4][CH2:5][CH2:6][N:1]2[C:7]2[C:8]3[N:16]=[C:15]([Cl:17])[CH:14]=[CH:13][C:9]=3[N:10]=[CH:11][N:12]=2)=[O:26])[CH:21]=[CH:22][CH:23]=1. The yield is 0.870.